From a dataset of Catalyst prediction with 721,799 reactions and 888 catalyst types from USPTO. Predict which catalyst facilitates the given reaction. (1) Reactant: [I:1]I.[OH:3][C:4]1[C:9]([C:10]([O:12][CH2:13][CH3:14])=[O:11])=[CH:8][N:7]=[C:6]2[S:15][CH:16]=[CH:17][C:5]=12. Product: [OH:3][C:4]1[C:9]([C:10]([O:12][CH2:13][CH3:14])=[O:11])=[CH:8][N:7]=[C:6]2[S:15][C:16]([I:1])=[CH:17][C:5]=12. The catalyst class is: 22. (2) Reactant: [NH:1]1[CH2:4][CH:3]([NH:5][C:6](=[O:22])[CH2:7][NH:8][C:9]2[C:13]3[CH:14]=[C:15]([C:18]([F:21])([F:20])[F:19])[CH:16]=[CH:17][C:12]=3[O:11][N:10]=2)[CH2:2]1.[O:23]1[C:27]2[CH:28]=[CH:29][C:30]([CH:32]3[CH2:37][CH2:36][C:35](=O)[CH2:34][CH2:33]3)=[CH:31][C:26]=2[O:25][CH2:24]1.C(O[BH-](OC(=O)C)OC(=O)C)(=O)C.[Na+].C(Cl)Cl.CC(O)C. Product: [O:23]1[C:27]2[CH:28]=[CH:29][C:30]([CH:32]3[CH2:37][CH2:36][CH:35]([N:1]4[CH2:4][CH:3]([NH:5][C:6](=[O:22])[CH2:7][NH:8][C:9]5[C:13]6[CH:14]=[C:15]([C:18]([F:20])([F:19])[F:21])[CH:16]=[CH:17][C:12]=6[O:11][N:10]=5)[CH2:2]4)[CH2:34][CH2:33]3)=[CH:31][C:26]=2[O:25][CH2:24]1. The catalyst class is: 2.